From a dataset of NCI-60 drug combinations with 297,098 pairs across 59 cell lines. Regression. Given two drug SMILES strings and cell line genomic features, predict the synergy score measuring deviation from expected non-interaction effect. (1) Drug 1: CC1CC2C3CCC4=CC(=O)C=CC4(C3(C(CC2(C1(C(=O)CO)O)C)O)F)C. Drug 2: C1CC(C1)(C2=CC=C(C=C2)C3=C(C=C4C(=N3)C=CN5C4=NNC5=O)C6=CC=CC=C6)N. Cell line: SW-620. Synergy scores: CSS=6.90, Synergy_ZIP=-2.90, Synergy_Bliss=1.90, Synergy_Loewe=-0.450, Synergy_HSA=0.260. (2) Drug 1: C1CN1P(=S)(N2CC2)N3CC3. Drug 2: CNC(=O)C1=NC=CC(=C1)OC2=CC=C(C=C2)NC(=O)NC3=CC(=C(C=C3)Cl)C(F)(F)F. Cell line: CCRF-CEM. Synergy scores: CSS=40.9, Synergy_ZIP=9.05, Synergy_Bliss=8.11, Synergy_Loewe=-42.4, Synergy_HSA=-5.09. (3) Drug 1: C1C(C(OC1N2C=C(C(=O)NC2=O)F)CO)O. Drug 2: C1=NC(=NC(=O)N1C2C(C(C(O2)CO)O)O)N. Cell line: A498. Synergy scores: CSS=20.8, Synergy_ZIP=-3.88, Synergy_Bliss=-1.62, Synergy_Loewe=-7.01, Synergy_HSA=1.94. (4) Drug 2: C1=CC=C(C=C1)NC(=O)CCCCCCC(=O)NO. Drug 1: COC1=CC(=CC(=C1O)OC)C2C3C(COC3=O)C(C4=CC5=C(C=C24)OCO5)OC6C(C(C7C(O6)COC(O7)C8=CC=CS8)O)O. Cell line: SK-MEL-28. Synergy scores: CSS=25.7, Synergy_ZIP=-3.59, Synergy_Bliss=4.48, Synergy_Loewe=0.704, Synergy_HSA=5.63. (5) Drug 1: C1=C(C(=O)NC(=O)N1)N(CCCl)CCCl. Drug 2: C1CC(C1)(C(=O)O)C(=O)O.[NH2-].[NH2-].[Pt+2]. Cell line: UACC-257. Synergy scores: CSS=15.0, Synergy_ZIP=-6.05, Synergy_Bliss=-2.92, Synergy_Loewe=-2.16, Synergy_HSA=-1.88. (6) Drug 1: CS(=O)(=O)CCNCC1=CC=C(O1)C2=CC3=C(C=C2)N=CN=C3NC4=CC(=C(C=C4)OCC5=CC(=CC=C5)F)Cl. Drug 2: C1=NC2=C(N1)C(=S)N=CN2. Cell line: TK-10. Synergy scores: CSS=63.8, Synergy_ZIP=-1.77, Synergy_Bliss=0.256, Synergy_Loewe=-11.9, Synergy_HSA=0.942. (7) Drug 1: C1CCC(C1)C(CC#N)N2C=C(C=N2)C3=C4C=CNC4=NC=N3. Drug 2: CCC1(CC2CC(C3=C(CCN(C2)C1)C4=CC=CC=C4N3)(C5=C(C=C6C(=C5)C78CCN9C7C(C=CC9)(C(C(C8N6C=O)(C(=O)OC)O)OC(=O)C)CC)OC)C(=O)OC)O.OS(=O)(=O)O. Cell line: SN12C. Synergy scores: CSS=20.9, Synergy_ZIP=-6.39, Synergy_Bliss=-1.30, Synergy_Loewe=0.712, Synergy_HSA=0.841. (8) Drug 1: CC12CCC(CC1=CCC3C2CCC4(C3CC=C4C5=CN=CC=C5)C)O. Drug 2: CC12CCC3C(C1CCC2=O)CC(=C)C4=CC(=O)C=CC34C. Cell line: SK-MEL-5. Synergy scores: CSS=8.45, Synergy_ZIP=-0.207, Synergy_Bliss=-2.22, Synergy_Loewe=-14.5, Synergy_HSA=-3.62. (9) Drug 1: C1=CC(=CC=C1CCC2=CNC3=C2C(=O)NC(=N3)N)C(=O)NC(CCC(=O)O)C(=O)O. Drug 2: CCC1=CC2CC(C3=C(CN(C2)C1)C4=CC=CC=C4N3)(C5=C(C=C6C(=C5)C78CCN9C7C(C=CC9)(C(C(C8N6C)(C(=O)OC)O)OC(=O)C)CC)OC)C(=O)OC.C(C(C(=O)O)O)(C(=O)O)O. Cell line: HS 578T. Synergy scores: CSS=76.2, Synergy_ZIP=9.77, Synergy_Bliss=10.9, Synergy_Loewe=-4.82, Synergy_HSA=13.0.